Regression. Given two drug SMILES strings and cell line genomic features, predict the synergy score measuring deviation from expected non-interaction effect. From a dataset of NCI-60 drug combinations with 297,098 pairs across 59 cell lines. (1) Drug 1: CC(CN1CC(=O)NC(=O)C1)N2CC(=O)NC(=O)C2. Drug 2: CC(C)NC(=O)C1=CC=C(C=C1)CNNC.Cl. Cell line: MALME-3M. Synergy scores: CSS=9.22, Synergy_ZIP=1.95, Synergy_Bliss=5.29, Synergy_Loewe=-2.27, Synergy_HSA=-1.98. (2) Drug 1: CCC1=CC2CC(C3=C(CN(C2)C1)C4=CC=CC=C4N3)(C5=C(C=C6C(=C5)C78CCN9C7C(C=CC9)(C(C(C8N6C)(C(=O)OC)O)OC(=O)C)CC)OC)C(=O)OC.C(C(C(=O)O)O)(C(=O)O)O. Drug 2: C1=CC(=CC=C1CC(C(=O)O)N)N(CCCl)CCCl.Cl. Cell line: UO-31. Synergy scores: CSS=9.07, Synergy_ZIP=-3.24, Synergy_Bliss=-1.53, Synergy_Loewe=-0.405, Synergy_HSA=-0.379. (3) Drug 1: C1=CC(=C2C(=C1NCCNCCO)C(=O)C3=C(C=CC(=C3C2=O)O)O)NCCNCCO. Drug 2: CC1=C(C(=O)C2=C(C1=O)N3CC4C(C3(C2COC(=O)N)OC)N4)N. Cell line: SK-OV-3. Synergy scores: CSS=55.1, Synergy_ZIP=-3.27, Synergy_Bliss=2.28, Synergy_Loewe=-8.88, Synergy_HSA=4.78. (4) Drug 1: CC1C(C(CC(O1)OC2CC(OC(C2O)C)OC3=CC4=CC5=C(C(=O)C(C(C5)C(C(=O)C(C(C)O)O)OC)OC6CC(C(C(O6)C)O)OC7CC(C(C(O7)C)O)OC8CC(C(C(O8)C)O)(C)O)C(=C4C(=C3C)O)O)O)O. Drug 2: CC1=C(N=C(N=C1N)C(CC(=O)N)NCC(C(=O)N)N)C(=O)NC(C(C2=CN=CN2)OC3C(C(C(C(O3)CO)O)O)OC4C(C(C(C(O4)CO)O)OC(=O)N)O)C(=O)NC(C)C(C(C)C(=O)NC(C(C)O)C(=O)NCCC5=NC(=CS5)C6=NC(=CS6)C(=O)NCCC[S+](C)C)O. Cell line: RPMI-8226. Synergy scores: CSS=32.8, Synergy_ZIP=1.45, Synergy_Bliss=6.00, Synergy_Loewe=-18.7, Synergy_HSA=1.26. (5) Drug 1: CC1C(C(CC(O1)OC2CC(CC3=C2C(=C4C(=C3O)C(=O)C5=C(C4=O)C(=CC=C5)OC)O)(C(=O)CO)O)N)O.Cl. Drug 2: CC1=CC2C(CCC3(C2CCC3(C(=O)C)OC(=O)C)C)C4(C1=CC(=O)CC4)C. Cell line: OVCAR-4. Synergy scores: CSS=-1.79, Synergy_ZIP=-0.0706, Synergy_Bliss=-2.30, Synergy_Loewe=-4.97, Synergy_HSA=-4.68. (6) Drug 1: CCCS(=O)(=O)NC1=C(C(=C(C=C1)F)C(=O)C2=CNC3=C2C=C(C=N3)C4=CC=C(C=C4)Cl)F. Drug 2: CCC1=CC2CC(C3=C(CN(C2)C1)C4=CC=CC=C4N3)(C5=C(C=C6C(=C5)C78CCN9C7C(C=CC9)(C(C(C8N6C)(C(=O)OC)O)OC(=O)C)CC)OC)C(=O)OC.C(C(C(=O)O)O)(C(=O)O)O. Cell line: K-562. Synergy scores: CSS=70.6, Synergy_ZIP=12.7, Synergy_Bliss=8.77, Synergy_Loewe=-27.2, Synergy_HSA=7.44. (7) Drug 1: CC1C(C(CC(O1)OC2CC(OC(C2O)C)OC3=CC4=CC5=C(C(=O)C(C(C5)C(C(=O)C(C(C)O)O)OC)OC6CC(C(C(O6)C)O)OC7CC(C(C(O7)C)O)OC8CC(C(C(O8)C)O)(C)O)C(=C4C(=C3C)O)O)O)O. Drug 2: CC(C)NC(=O)C1=CC=C(C=C1)CNNC.Cl. Cell line: HS 578T. Synergy scores: CSS=17.8, Synergy_ZIP=1.09, Synergy_Bliss=1.54, Synergy_Loewe=-41.5, Synergy_HSA=0.754. (8) Drug 1: CCC(=C(C1=CC=CC=C1)C2=CC=C(C=C2)OCCN(C)C)C3=CC=CC=C3.C(C(=O)O)C(CC(=O)O)(C(=O)O)O. Drug 2: C1=NC2=C(N=C(N=C2N1C3C(C(C(O3)CO)O)F)Cl)N. Cell line: SNB-19. Synergy scores: CSS=32.2, Synergy_ZIP=-7.32, Synergy_Bliss=-6.07, Synergy_Loewe=-13.5, Synergy_HSA=-2.47. (9) Drug 1: C#CCC(CC1=CN=C2C(=N1)C(=NC(=N2)N)N)C3=CC=C(C=C3)C(=O)NC(CCC(=O)O)C(=O)O. Drug 2: C1C(C(OC1N2C=NC(=NC2=O)N)CO)O. Cell line: T-47D. Synergy scores: CSS=2.42, Synergy_ZIP=3.20, Synergy_Bliss=5.30, Synergy_Loewe=3.32, Synergy_HSA=-0.0919.